From a dataset of Full USPTO retrosynthesis dataset with 1.9M reactions from patents (1976-2016). Predict the reactants needed to synthesize the given product. (1) Given the product [CH3:42][O:41][C:22]1[CH:21]=[CH:20][C:18]2[N:19]=[C:15]([S:14][CH2:3][C:4]3[C:9]([CH3:10])=[C:8]([O:11][CH3:12])[C:7]([CH3:13])=[CH:6][N:5]=3)[NH:16][C:17]=2[C:23]=1[S:24]([C:27]1[C:28]([CH3:40])=[CH:29][C:30]([O:31][CH2:32][C:33]([O:35][CH3:36])=[O:34])=[CH:37][C:38]=1[CH3:39])(=[O:25])=[O:26], predict the reactants needed to synthesize it. The reactants are: Cl.Cl[CH2:3][C:4]1[C:9]([CH3:10])=[C:8]([O:11][CH3:12])[C:7]([CH3:13])=[CH:6][N:5]=1.[SH:14][C:15]1[NH:16][C:17]2[C:23]([S:24]([C:27]3[C:38]([CH3:39])=[CH:37][C:30]([O:31][CH2:32][C:33]([O:35][CH3:36])=[O:34])=[CH:29][C:28]=3[CH3:40])(=[O:26])=[O:25])=[C:22]([O:41][CH3:42])[CH:21]=[CH:20][C:18]=2[N:19]=1.C(=O)([O-])[O-].[K+].[K+].Cl. (2) Given the product [CH2:1]([O:8][C:9]1[CH:14]=[CH:13][C:12]([C:15]2[S:17][C:21]([C:22]([O:24][CH3:25])=[O:23])=[CH:26][N:16]=2)=[CH:11][C:10]=1[C:18]#[N:19])[C:2]1[CH:3]=[CH:4][CH:5]=[CH:6][CH:7]=1, predict the reactants needed to synthesize it. The reactants are: [CH2:1]([O:8][C:9]1[CH:14]=[CH:13][C:12]([C:15](=[S:17])[NH2:16])=[CH:11][C:10]=1[C:18]#[N:19])[C:2]1[CH:7]=[CH:6][CH:5]=[CH:4][CH:3]=1.Cl[CH:21]([CH:26]=O)[C:22]([O:24][CH3:25])=[O:23]. (3) Given the product [Cl:20][CH2:21][C:22]([O:15][C:14]1[C:2]([CH3:1])=[C:3]2[C:11](=[C:12]([CH3:17])[C:13]=1[CH3:16])[O:10][C:6]1([CH2:7][CH2:8][CH2:9]1)[CH2:5][CH2:4]2)=[O:23], predict the reactants needed to synthesize it. The reactants are: [CH3:1][C:2]1[C:14]([OH:15])=[C:13]([CH3:16])[C:12]([CH3:17])=[C:11]2[C:3]=1[CH2:4][CH2:5][C:6]1([O:10]2)[CH2:9][CH2:8][CH2:7]1.[OH-].[Na+].[Cl:20][CH2:21][C:22](Cl)=[O:23]. (4) Given the product [CH3:1][CH2:2][CH2:3][CH2:4][CH2:5][CH2:6][CH2:7][CH2:8][CH2:9][CH2:10][CH2:11][CH2:12][CH2:13][CH2:14][CH2:15][CH2:16][CH2:17][C:18]([O:20][CH2:21][CH:22]([O:23][C:24]([CH2:26][CH2:27][CH2:28][CH2:29][CH2:30][CH2:31][CH2:32][CH2:33][CH2:34][CH2:35][CH2:36][CH2:37][CH2:38][CH2:39][CH2:40][CH2:41][CH3:42])=[O:25])[CH2:43][O:44][C:45]([CH2:47][CH2:48][CH2:49][CH2:50][CH2:51][CH2:52][CH2:53][CH2:54][CH2:55][CH2:56][CH2:57][CH2:58][CH2:59][CH2:60][CH2:61][CH2:62][CH3:63])=[O:46])=[O:19], predict the reactants needed to synthesize it. The reactants are: [CH3:1][CH2:2][CH2:3][CH2:4][CH2:5][CH2:6][CH2:7][CH2:8]/[CH:9]=[CH:10]\[CH2:11][CH2:12][CH2:13][CH2:14][CH2:15][CH2:16][CH2:17][C:18]([O:20][CH2:21][CH:22]([CH2:43][O:44][C:45]([CH2:47][CH2:48][CH2:49][CH2:50][CH2:51][CH2:52][CH2:53]/[CH:54]=[CH:55]\[CH2:56][CH2:57][CH2:58][CH2:59][CH2:60][CH2:61][CH2:62][CH3:63])=[O:46])[O:23][C:24]([CH2:26][CH2:27][CH2:28][CH2:29][CH2:30][CH2:31][CH2:32]/[CH:33]=[CH:34]\[CH2:35][CH2:36][CH2:37][CH2:38][CH2:39][CH2:40][CH2:41][CH3:42])=[O:25])=[O:19].C(O)C.C(O)(C)C. (5) Given the product [CH2:1]([NH:3][C:4]([C:6]1[CH:11]=[C:10]([C:12]2[CH:13]=[N:14][N:15]([CH2:17][CH2:18][CH2:19][OH:20])[CH:16]=2)[CH:9]=[CH:8][C:7]=1[NH:21][C:22]1[C:27]([C:28]([F:29])([F:30])[F:31])=[CH:26][N:25]=[C:24]([NH:32][C:33]2[CH:34]=[CH:35][C:36]([CH2:37][P:38](=[O:42])([OH:43])[O:39][CH2:40][CH3:41])=[CH:44][CH:45]=2)[N:23]=1)=[O:5])[CH3:2], predict the reactants needed to synthesize it. The reactants are: [CH2:1]([N:3](CC)[C:4]([C:6]1[CH:11]=[C:10]([C:12]2[CH:13]=[N:14][N:15]([CH2:17][CH2:18][CH2:19][OH:20])[CH:16]=2)[CH:9]=[CH:8][C:7]=1[NH:21][C:22]1[C:27]([C:28]([F:31])([F:30])[F:29])=[CH:26][N:25]=[C:24]([NH:32][C:33]2[CH:45]=[CH:44][C:36]([CH2:37][P:38](=[O:43])([OH:42])[O:39][CH2:40][CH3:41])=[CH:35][C:34]=2OC)[N:23]=1)=[O:5])[CH3:2].C(NC(C1C=C(C2C=NN(CCCO)C=2)C=CC=1NC1C(C(F)(F)F)=CN=C(NC2C=CC(CP(=O)(OCC)OCC)=CC=2)N=1)=O)C. (6) Given the product [C:1]([C:5]1[N:9]([CH2:10][CH:11]2[CH2:12][CH2:13][C:14]([F:17])([F:18])[CH2:15][CH2:16]2)[C:8]2[CH:19]=[CH:20][C:21]([S:23]([N:26]3[CH2:27][CH:28]([NH:30][C:31]([NH:35][CH2:33][CH3:34])=[O:32])[CH2:29]3)(=[O:25])=[O:24])=[CH:22][C:7]=2[N:6]=1)([CH3:4])([CH3:2])[CH3:3], predict the reactants needed to synthesize it. The reactants are: [C:1]([C:5]1[N:9]([CH2:10][CH:11]2[CH2:16][CH2:15][C:14]([F:18])([F:17])[CH2:13][CH2:12]2)[C:8]2[CH:19]=[CH:20][C:21]([S:23]([N:26]3[CH2:29][CH:28]([N:30]=[C:31]=[O:32])[CH2:27]3)(=[O:25])=[O:24])=[CH:22][C:7]=2[N:6]=1)([CH3:4])([CH3:3])[CH3:2].[CH2:33]([NH2:35])[CH3:34]. (7) Given the product [CH3:32][CH:33]([N:35]([CH2:46][C:47]1[NH:51][C:50]2[CH:52]=[CH:53][CH:54]=[C:55]([N:56]3[CH2:61][CH2:60][N:59]([CH:2]([CH3:3])[CH3:1])[CH2:58][CH2:57]3)[C:49]=2[N:48]=1)[CH:36]1[C:45]2[N:44]=[CH:43][CH:42]=[CH:41][C:40]=2[CH2:39][CH2:38][CH2:37]1)[CH3:34], predict the reactants needed to synthesize it. The reactants are: [CH3:1][CH:2](N(CC1NC2C=CC=C(N3CCN(C)CC3)C=2N=1)C1C2N=CC=CC=2CCC1)[CH3:3].[CH3:32][CH:33]([N:35]([CH2:46][C:47]1[NH:51][C:50]2[CH:52]=[CH:53][CH:54]=[C:55]([N:56]3[CH2:61][CH2:60][N:59](C(OC(C)(C)C)=O)[CH2:58][CH2:57]3)[C:49]=2[N:48]=1)[CH:36]1[C:45]2[N:44]=[CH:43][CH:42]=[CH:41][C:40]=2[CH2:39][CH2:38][CH2:37]1)[CH3:34].CC(C)=O. (8) Given the product [CH3:19][O:20][C:21]([C:23]1([NH:31][C:15]([C:14]2[CH:13]=[N:12][CH:11]=[C:10]([C:4]3[CH:5]=[CH:6][C:7]([O:8][CH3:9])=[C:2]([Cl:1])[CH:3]=3)[CH:18]=2)=[O:17])[CH2:28][CH2:27][CH:26]([CH2:29][CH3:30])[CH2:25][CH2:24]1)=[O:22], predict the reactants needed to synthesize it. The reactants are: [Cl:1][C:2]1[CH:3]=[C:4]([C:10]2[CH:11]=[N:12][CH:13]=[C:14]([CH:18]=2)[C:15]([OH:17])=O)[CH:5]=[CH:6][C:7]=1[O:8][CH3:9].[CH3:19][O:20][C:21]([C:23]1([NH2:31])[CH2:28][CH2:27][CH:26]([CH2:29][CH3:30])[CH2:25][CH2:24]1)=[O:22]. (9) Given the product [C:1]([N:18]1[CH2:17][CH2:16][N:15]([C:21]2[CH:22]=[CH:23][C:24]([O:25][CH2:26][C:27]([O:29][CH2:30][CH3:31])=[O:28])=[CH:32][CH:33]=2)[CH2:20][CH2:19]1)(=[O:12])/[CH:2]=[CH:3]/[CH2:4][CH2:5][CH2:6][CH2:7][CH2:8][CH2:9][CH3:10], predict the reactants needed to synthesize it. The reactants are: [C:1]([OH:12])(=O)/[CH:2]=[CH:3]/[CH2:4][CH2:5][CH2:6][CH2:7][CH2:8][CH2:9][CH3:10].Cl.Cl.[N:15]1([C:21]2[CH:33]=[CH:32][C:24]([O:25][CH2:26][C:27]([O:29][CH2:30][CH3:31])=[O:28])=[CH:23][CH:22]=2)[CH2:20][CH2:19][NH:18][CH2:17][CH2:16]1.